This data is from Forward reaction prediction with 1.9M reactions from USPTO patents (1976-2016). The task is: Predict the product of the given reaction. (1) Given the reactants [C@@H:1]1([O:12][C:13]2[C:17]([CH2:18][C:19]3[CH:24]=[CH:23][C:22]([O:25][CH:26]([CH3:28])[CH3:27])=[CH:21][CH:20]=3)=[C:16]([CH3:29])[N:15]([CH:30]([CH3:32])[CH3:31])[N:14]=2)[O:9][C@H:8]([CH2:10][OH:11])[C@@H:6]([OH:7])[C@H:4]([OH:5])[C@H:2]1[OH:3].Cl[C:34]([O:36][CH2:37][CH3:38])=[O:35].O.C(O)(=O)CC(CC(O)=O)(C(O)=O)O.O, predict the reaction product. The product is: [CH2:37]([O:36][C:34]([O:11][CH2:10][C@H:8]1[O:9][C@@H:1]([O:12][C:13]2[C:17]([CH2:18][C:19]3[CH:24]=[CH:23][C:22]([O:25][CH:26]([CH3:27])[CH3:28])=[CH:21][CH:20]=3)=[C:16]([CH3:29])[N:15]([CH:30]([CH3:32])[CH3:31])[N:14]=2)[C@H:2]([OH:3])[C@@H:4]([OH:5])[C@@H:6]1[OH:7])=[O:35])[CH3:38]. (2) Given the reactants [CH3:1][C:2]1([CH3:16])[CH:11]=[CH:10][C:9]2[C:4](=[CH:5][CH:6]=[C:7]([CH2:12][C:13]([OH:15])=O)[CH:8]=2)[O:3]1.[CH:17]1([NH2:27])[C:26]2[C:21](=[CH:22][CH:23]=[CH:24][CH:25]=2)[CH2:20][CH2:19][CH2:18]1, predict the reaction product. The product is: [CH3:16][C:2]1([CH3:1])[CH:11]=[CH:10][C:9]2[C:4](=[CH:5][CH:6]=[C:7]([CH2:12][C:13]([NH:27][CH:17]3[C:26]4[C:21](=[CH:22][CH:23]=[CH:24][CH:25]=4)[CH2:20][CH2:19][CH2:18]3)=[O:15])[CH:8]=2)[O:3]1. (3) Given the reactants C(=O)([O-])[O-].[Cs+].[Cs+].[Cl:7][C:8]1[N:13]=[CH:12][C:11]([OH:14])=[CH:10][CH:9]=1.Cl[C:16]1[C:21]([C:22]2[CH:27]=[CH:26][N:25]=[C:24]([S:28][CH3:29])[N:23]=2)=[CH:20][CH:19]=[CH:18][N:17]=1, predict the reaction product. The product is: [Cl:7][C:8]1[N:13]=[CH:12][C:11]([O:14][C:16]2[C:21]([C:22]3[CH:27]=[CH:26][N:25]=[C:24]([S:28][CH3:29])[N:23]=3)=[CH:20][CH:19]=[CH:18][N:17]=2)=[CH:10][CH:9]=1. (4) Given the reactants [I:1][C:2]1[C:10]2[C:5](=[N:6][CH:7]=[N:8][C:9]=2[NH2:11])[NH:4][N:3]=1.[O:12]1[C:16]2([CH2:21][CH2:20][CH:19](O)[CH2:18][CH2:17]2)OCC1.C1(P(C2C=CC=CC=2)C2C=CC=CC=2)C=CC=CC=1.N(C(OC(C)C)=O)=NC(OC(C)C)=O, predict the reaction product. The product is: [NH2:11][C:9]1[N:8]=[CH:7][N:6]=[C:5]2[N:4]([CH:19]3[CH2:20][CH2:21][C:16](=[O:12])[CH2:17][CH2:18]3)[N:3]=[C:2]([I:1])[C:10]=12. (5) The product is: [C:1]([NH:4][CH2:5][C:6]([NH:13][CH2:14][C:15]#[CH:16])=[O:8])(=[O:3])[CH3:2]. Given the reactants [C:1]([NH:4][CH2:5][C:6]([OH:8])=O)(=[O:3])[CH3:2].CCN=C=[N:13][CH2:14][CH2:15][CH2:16]N(C)C.Cl.C(N)C#C, predict the reaction product. (6) The product is: [NH2:9][C:10]1[C:11]2[C:18]([C:19]3[CH:20]=[N:21][C:22]4[C:27]([CH:28]=3)=[CH:26][CH:25]=[CH:24][CH:23]=4)=[C:17]([Br:1])[N:16]([CH2:29][C@@H:30]([NH:33][C:34](=[O:40])[O:35][C:36]([CH3:39])([CH3:38])[CH3:37])[CH:31]=[CH2:32])[C:12]=2[N:13]=[CH:14][N:15]=1. Given the reactants [Br:1]N1C(=O)CCC1=O.[NH2:9][C:10]1[C:11]2[C:18]([C:19]3[CH:20]=[N:21][C:22]4[C:27]([CH:28]=3)=[CH:26][CH:25]=[CH:24][CH:23]=4)=[CH:17][N:16]([CH2:29][C@@H:30]([NH:33][C:34](=[O:40])[O:35][C:36]([CH3:39])([CH3:38])[CH3:37])[CH:31]=[CH2:32])[C:12]=2[N:13]=[CH:14][N:15]=1.S([O-])([O-])(=O)=S.[Na+].[Na+].C(OCC)(=O)C, predict the reaction product. (7) Given the reactants [CH3:1][C:2]1[CH:3]=[C:4]([N:8]([CH2:31][CH2:32][C:33]([O:35][CH2:36][CH3:37])=[O:34])[C:9]([C:11]2[CH:30]=[CH:29][C:14]3[N:15]([CH3:28])[C:16]([CH2:18][NH:19][C:20]4[CH:25]=[CH:24][C:23]([C:26]#[N:27])=[CH:22][CH:21]=4)=[N:17][C:13]=3[CH:12]=2)=[O:10])[CH:5]=[CH:6][CH:7]=1.[ClH:38].C(O)C.C(=O)([O-])[O-].[NH4+:46].[NH4+], predict the reaction product. The product is: [ClH:38].[CH3:1][C:2]1[CH:3]=[C:4]([N:8]([CH2:31][CH2:32][C:33]([O:35][CH2:36][CH3:37])=[O:34])[C:9]([C:11]2[CH:30]=[CH:29][C:14]3[N:15]([CH3:28])[C:16]([CH2:18][NH:19][C:20]4[CH:25]=[CH:24][C:23]([C:26](=[NH:46])[NH2:27])=[CH:22][CH:21]=4)=[N:17][C:13]=3[CH:12]=2)=[O:10])[CH:5]=[CH:6][CH:7]=1.